Predict the reaction yield, written as a fraction of the theoretical maximum amount of product (1.0 means a 100% yield; for example, 0.34 means a 34% yield). From a dataset of Reaction yield outcomes from USPTO patents with 853,638 reactions. (1) The reactants are [NH2:1][CH2:2][CH2:3][O:4][CH2:5][CH2:6][O:7][CH2:8][CH2:9][O:10][CH2:11][CH2:12][C:13]([NH:15][C:16]1[CH:21]=[CH:20][CH:19]=[C:18]([CH:22]2[C:31]3[C:26](=[C:27]([Cl:33])[CH:28]=[C:29]([Cl:32])[CH:30]=3)[CH2:25][N:24]([CH3:34])[CH2:23]2)[CH:17]=1)=[O:14].[OH:35][C@H:36]([C@@H:47]([OH:58])[C:48]([O:50]N1C(=O)CCC1=O)=O)[C:37]([O:39]N1C(=O)CCC1=O)=O.[CH2:59]([N:61]([CH2:64][CH3:65])[CH2:62][CH3:63])C. The catalyst is CN(C=O)C. The product is [Cl:32][C:29]1[CH:30]=[C:31]2[C:26](=[C:27]([Cl:33])[CH:28]=1)[CH2:25][N:24]([CH3:34])[CH2:23][CH:22]2[C:18]1[CH:17]=[C:16]([NH:15][C:13](=[O:14])[CH2:12][CH2:11][O:10][CH2:9][CH2:8][O:7][CH2:6][CH2:5][O:4][CH2:3][CH2:2][NH:1][C:37](=[O:39])[C@H:36]([OH:35])[C@@H:47]([OH:58])[C:48]([NH:1][CH2:2][CH2:3][O:4][CH2:5][CH2:6][O:7][CH2:8][CH2:9][O:10][CH2:11][CH2:12][C:13](=[O:14])[NH:15][C:16]2[CH:21]=[CH:20][CH:19]=[C:18]([CH:63]3[C:31]4[C:65](=[C:27]([Cl:33])[CH:28]=[C:29]([Cl:32])[CH:30]=4)[CH2:64][N:61]([CH3:59])[CH2:62]3)[CH:17]=2)=[O:50])[CH:21]=[CH:20][CH:19]=1. The yield is 0.560. (2) The reactants are [NH2:1][C:2]1[CH:29]=[CH:28][C:5]([O:6][C:7]2[CH:12]=[CH:11][N:10]=[C:9]([NH:13][C:14]([N:16]3[CH2:21][CH2:20][CH:19]([CH2:22][N:23]4[CH2:27][CH2:26][CH2:25][CH2:24]4)[CH2:18][CH2:17]3)=[O:15])[CH:8]=2)=[CH:4][CH:3]=1.[F:30][C:31]1[CH:36]=[CH:35][C:34]([CH2:37][C:38]([N:40]=[C:41]=[O:42])=[O:39])=[CH:33][CH:32]=1. The catalyst is CN(C)C=O.C(OCC)(=O)C.CCCCCC. The product is [F:30][C:31]1[CH:32]=[CH:33][C:34]([CH2:37][C:38]([NH:40][C:41](=[O:42])[NH:1][C:2]2[CH:29]=[CH:28][C:5]([O:6][C:7]3[CH:12]=[CH:11][N:10]=[C:9]([NH:13][C:14]([N:16]4[CH2:17][CH2:18][CH:19]([CH2:22][N:23]5[CH2:27][CH2:26][CH2:25][CH2:24]5)[CH2:20][CH2:21]4)=[O:15])[CH:8]=3)=[CH:4][CH:3]=2)=[O:39])=[CH:35][CH:36]=1. The yield is 0.631. (3) The reactants are [CH3:1][O:2][C:3](=[O:27])[C@H:4]([NH:16][C:17]([O:19][CH2:20][C:21]1[CH:26]=[CH:25][CH:24]=[CH:23][CH:22]=1)=[O:18])[CH2:5][C:6]1[CH:15]=[CH:14][C:9]2[NH:10][C:11](=[O:13])[O:12][C:8]=2[CH:7]=1.[Cl:28]N1C(=O)CCC1=O. The catalyst is ClC(Cl)C. The product is [CH3:1][O:2][C:3](=[O:27])[C@H:4]([NH:16][C:17]([O:19][CH2:20][C:21]1[CH:22]=[CH:23][CH:24]=[CH:25][CH:26]=1)=[O:18])[CH2:5][C:6]1[CH:15]=[C:14]([Cl:28])[C:9]2[NH:10][C:11](=[O:13])[O:12][C:8]=2[CH:7]=1.[CH3:1][O:2][C:3](=[O:27])[CH:4]([NH:16][C:17]([O:19][CH2:20][C:21]1[CH:22]=[CH:23][CH:24]=[CH:25][CH:26]=1)=[O:18])[CH2:5][C:6]1[C:15]([Cl:28])=[CH:14][C:9]2[NH:10][C:11](=[O:13])[O:12][C:8]=2[CH:7]=1. The yield is 0.0980. (4) The reactants are [F:1][C:2]1[CH:7]=[CH:6][C:5]([N:8]2[CH2:13][CH2:12][N:11]([C:14]3[NH:19][C:18](=[O:20])[NH:17][C:16](=[O:21])[N:15]=3)[CH2:10][CH2:9]2)=[CH:4][CH:3]=1.[H-].[Li+].[Cl:24][C:25]1[CH:32]=[CH:31][C:28]([CH2:29]Cl)=[CH:27][CH:26]=1.[I-].[Na+]. The catalyst is O.CN(C)C=O. The product is [Cl:24][C:25]1[CH:32]=[CH:31][C:28]([CH2:29][N:17]2[C:18](=[O:20])[N:19]=[C:14]([N:11]3[CH2:12][CH2:13][N:8]([C:5]4[CH:6]=[CH:7][C:2]([F:1])=[CH:3][CH:4]=4)[CH2:9][CH2:10]3)[NH:15][C:16]2=[O:21])=[CH:27][CH:26]=1. The yield is 0.150. (5) The catalyst is C1COCC1.C(N(CC)CC)C. The product is [CH2:39]([C@@H:46]1[CH2:50][O:49][C:48](=[O:51])[N:47]1[C:17](=[O:19])/[CH:16]=[CH:15]/[C:12]1[CH:11]=[CH:10][C:9]([F:8])=[CH:14][N:13]=1)[C:40]1[CH:41]=[CH:42][CH:43]=[CH:44][CH:45]=1. The yield is 0.800. The reactants are FC(F)(F)C(O)=O.[F:8][C:9]1[CH:10]=[CH:11][C:12](/[CH:15]=[CH:16]/[C:17]([OH:19])=O)=[N:13][CH:14]=1.C(Cl)(=O)C(C)(C)C.[Li].O1CCNC1=O.C([Li])CCC.[CH2:39]([C@@H:46]1[CH2:50][O:49][C:48](=[O:51])[NH:47]1)[C:40]1[CH:45]=[CH:44][CH:43]=[CH:42][CH:41]=1.[Cl-].[NH4+].